Predict the product of the given reaction. From a dataset of Forward reaction prediction with 1.9M reactions from USPTO patents (1976-2016). (1) Given the reactants [F:1][C:2]1[CH:7]=[CH:6][C:5]([C:8]2[CH:13]=[CH:12][C:11]([C@@H:14]([N:16]3[CH2:21][CH2:20][C@@:19]([C:25]4[CH:30]=[CH:29][C:28]([F:31])=[CH:27][CH:26]=4)([CH2:22][CH2:23]O)[O:18][C:17]3=[O:32])[CH3:15])=[CH:10][CH:9]=2)=[CH:4][CH:3]=1.[F:33][C@H:34]1[CH2:38][CH2:37][NH:36][CH2:35]1, predict the reaction product. The product is: [F:1][C:2]1[CH:3]=[CH:4][C:5]([C:8]2[CH:9]=[CH:10][C:11]([C@@H:14]([N:16]3[CH2:21][CH2:20][C@@:19]([C:25]4[CH:26]=[CH:27][C:28]([F:31])=[CH:29][CH:30]=4)([CH2:22][CH2:23][N:36]4[CH2:37][CH2:38][C@H:34]([F:33])[CH2:35]4)[O:18][C:17]3=[O:32])[CH3:15])=[CH:12][CH:13]=2)=[CH:6][CH:7]=1. (2) Given the reactants [F:1][C:2]1[CH:7]=[CH:6][CH:5]=[CH:4][C:3]=1[NH:8][C:9]1[O:13][C:12]([C:14]([NH:16][C:17]2[CH:22]=[CH:21][C:20]([CH2:23][CH2:24][CH2:25][C:26]([O:28]C)=[O:27])=[CH:19][CH:18]=2)=[O:15])=[N:11][N:10]=1.CO.[OH-].[Na+].Cl, predict the reaction product. The product is: [F:1][C:2]1[CH:7]=[CH:6][CH:5]=[CH:4][C:3]=1[NH:8][C:9]1[O:13][C:12]([C:14]([NH:16][C:17]2[CH:22]=[CH:21][C:20]([CH2:23][CH2:24][CH2:25][C:26]([OH:28])=[O:27])=[CH:19][CH:18]=2)=[O:15])=[N:11][N:10]=1. (3) Given the reactants [C:1]([Si:5]([O:8][CH2:9][CH2:10][C:11]1[CH:16]=[CH:15][CH:14]=[CH:13][C:12]=1[F:17])([CH3:7])[CH3:6])([CH3:4])([CH3:3])[CH3:2].C([Li])(CC)C.CN(C)CCC(NC)CN(C)C.CN(C)[CH:37]=[O:38], predict the reaction product. The product is: [Si:5]([O:8][CH2:9][CH2:10][C:11]1[C:12]([F:17])=[C:13]([CH:14]=[CH:15][CH:16]=1)[CH:37]=[O:38])([C:1]([CH3:4])([CH3:2])[CH3:3])([CH3:6])[CH3:7].